Dataset: Peptide-MHC class I binding affinity with 185,985 pairs from IEDB/IMGT. Task: Regression. Given a peptide amino acid sequence and an MHC pseudo amino acid sequence, predict their binding affinity value. This is MHC class I binding data. (1) The binding affinity (normalized) is 0.244. The MHC is HLA-A68:01 with pseudo-sequence HLA-A68:01. The peptide sequence is SIKDVIHDY. (2) The peptide sequence is REPTDQKQF. The MHC is HLA-B44:03 with pseudo-sequence HLA-B44:03. The binding affinity (normalized) is 0.159. (3) The peptide sequence is VEIKTGFKL. The MHC is HLA-A24:03 with pseudo-sequence HLA-A24:03. The binding affinity (normalized) is 0.0847. (4) The peptide sequence is VSANVKGNW. The MHC is HLA-B39:01 with pseudo-sequence HLA-B39:01. The binding affinity (normalized) is 0.0847. (5) The peptide sequence is GVPPKVVSY. The MHC is HLA-A80:01 with pseudo-sequence HLA-A80:01. The binding affinity (normalized) is 0.0847. (6) The peptide sequence is QDPLLGTLS. The MHC is HLA-B18:01 with pseudo-sequence HLA-B18:01. The binding affinity (normalized) is 0.